From a dataset of Forward reaction prediction with 1.9M reactions from USPTO patents (1976-2016). Predict the product of the given reaction. (1) Given the reactants [OH:1][C:2]1[CH:38]=[CH:37][C:5]([C:6]([N:8]([CH:34]([CH3:36])[CH3:35])[C:9]2[CH:14]=[C:13]([O:15][CH3:16])[CH:12]=[CH:11][C:10]=2[CH:17]2[CH2:26][CH2:25][C:24]3[CH:23]=[C:22]([O:27]C(=O)C(C)(C)C)[CH:21]=[CH:20][C:19]=3[CH2:18]2)=O)=[CH:4][CH:3]=1.Cl[CH2:40][C:41]([N:43]1[CH2:48][CH2:47][CH:46]([CH3:49])[CH2:45][CH2:44]1)=O, predict the reaction product. The product is: [CH:34]([N:8]([CH2:6][C:5]1[CH:4]=[CH:3][C:2]([O:1][CH2:40][CH2:41][N:43]2[CH2:48][CH2:47][CH:46]([CH3:49])[CH2:45][CH2:44]2)=[CH:38][CH:37]=1)[C:9]1[CH:14]=[C:13]([O:15][CH3:16])[CH:12]=[CH:11][C:10]=1[CH:17]1[CH2:26][CH2:25][C:20]2[CH:21]=[C:22]([OH:27])[CH:23]=[CH:24][C:19]=2[CH2:18]1)([CH3:35])[CH3:36]. (2) Given the reactants [CH3:1][S:2](Cl)(=[O:4])=[O:3].[NH:6]1[CH2:9][CH:8]([CH2:10][O:11][C:12]2[CH:36]=[CH:35][C:34]([C:37]([F:40])([F:39])[F:38])=[CH:33][C:13]=2[C:14](/[N:16]=[C:17]2/[N:18]([CH2:27][C@H:28]3[CH2:32][CH2:31][CH2:30][O:29]3)[N:19]([CH3:26])[C:20]([C:22]([CH3:25])([CH3:24])[CH3:23])=[CH:21]/2)=[O:15])[CH2:7]1.C(N(CC)CC)C, predict the reaction product. The product is: [C:22]([C:20]1[N:19]([CH3:26])[N:18]([CH2:27][C@H:28]2[CH2:32][CH2:31][CH2:30][O:29]2)/[C:17](=[N:16]/[C:14](=[O:15])[C:13]2[CH:33]=[C:34]([C:37]([F:40])([F:39])[F:38])[CH:35]=[CH:36][C:12]=2[O:11][CH2:10][CH:8]2[CH2:9][N:6]([S:2]([CH3:1])(=[O:4])=[O:3])[CH2:7]2)/[CH:21]=1)([CH3:25])([CH3:23])[CH3:24]. (3) The product is: [Cl:55][C:19]1[CH:18]=[CH:17][C:16]([C:13]2([C:10]3[C:9]([OH:22])=[C:8]([C:23]([OH:25])=[O:24])[C:7]4[C:12](=[CH:3][CH:4]=[C:5]([O:38][CH3:31])[CH:6]=4)[N:11]=3)[CH2:14][CH2:15]2)=[CH:21][CH:20]=1. Given the reactants C([C:3]1[CH:4]=[CH:5][CH:6]=[C:7]2[C:12]=1[N:11]=[C:10]([C:13]1([C:16]3[CH:21]=[CH:20][CH:19]=[CH:18][CH:17]=3)[CH2:15][CH2:14]1)[C:9]([OH:22])=[C:8]2[C:23]([OH:25])=[O:24])C.COC1C=C2C(=CC=1)NC(=O)[C:31]2=[O:38].C(OCC(C1(C2C=CC([Cl:55])=CC=2)CC1)=O)(=O)C, predict the reaction product. (4) Given the reactants [CH3:1][N:2]1[CH2:7][CH2:6][N:5]([C:8](=O)[CH2:9][CH2:10][C:11]2[C:19]3[C:18](=O)[CH2:17][CH2:16][CH2:15][C:14]=3[NH:13][CH:12]=2)[CH2:4][CH2:3]1.[H-].[Al+3].[Li+].[H-].[H-].[H-].O.[OH-].[Na+], predict the reaction product. The product is: [CH3:1][N:2]1[CH2:3][CH2:4][N:5]([CH2:8][CH2:9][CH2:10][C:11]2[C:19]3[CH2:18][CH2:17][CH2:16][CH2:15][C:14]=3[NH:13][CH:12]=2)[CH2:6][CH2:7]1. (5) Given the reactants [CH3:1][O:2][C:3]([C:5]1[CH:10]=[C:9]([Br:11])[C:8](=[O:12])[N:7]([C@@H:13]([C:15]2[CH:20]=[CH:19][CH:18]=[CH:17][CH:16]=2)[CH3:14])[C:6]=1[CH2:21]Br)=[O:4].[CH3:23][O:24][C:25](=[O:38])[CH2:26][NH:27][S:28]([C:31]1[CH:36]=[CH:35][C:34]([CH3:37])=[CH:33][CH:32]=1)(=[O:30])=[O:29].[I-].[Na+].C(=O)([O-])[O-].[K+].[K+], predict the reaction product. The product is: [CH3:1][O:2][C:3]([C:5]1[CH:10]=[C:9]([Br:11])[C:8](=[O:12])[N:7]([C@@H:13]([C:15]2[CH:20]=[CH:19][CH:18]=[CH:17][CH:16]=2)[CH3:14])[C:6]=1[CH2:21][N:27]([CH2:26][C:25]([O:24][CH3:23])=[O:38])[S:28]([C:31]1[CH:32]=[CH:33][C:34]([CH3:37])=[CH:35][CH:36]=1)(=[O:30])=[O:29])=[O:4]. (6) Given the reactants Br[C:2]1[NH:20][C:5]2[N:6]=[CH:7][N:8]=[C:9]([NH:10][C:11]3[CH:12]=[C:13]4[C:17](=[CH:18][CH:19]=3)[NH:16][N:15]=[CH:14]4)[C:4]=2[CH:3]=1.[CH3:21][C:22]1(C)C(C)(C)OB(C=C)O1, predict the reaction product. The product is: [CH:21]([C:2]1[NH:20][C:5]2[N:6]=[CH:7][N:8]=[C:9]([NH:10][C:11]3[CH:12]=[C:13]4[C:17](=[CH:18][CH:19]=3)[NH:16][N:15]=[CH:14]4)[C:4]=2[CH:3]=1)=[CH2:22]. (7) The product is: [ClH:2].[Cl:2][C:3]1[CH:4]=[C:5]2[C:10](=[CH:11][CH:12]=1)[CH:9]=[C:8]([S:13]([N:16]1[CH2:17][CH2:18][N:19]([C:22]([C:24]3[S:25][C:26]4[CH2:27][NH:28][CH:29]([CH3:33])[CH2:30][C:31]=4[N:32]=3)=[O:23])[CH2:20][CH2:21]1)(=[O:14])=[O:15])[CH:7]=[CH:6]2. Given the reactants Cl.[Cl:2][C:3]1[CH:4]=[C:5]2[C:10](=[CH:11][CH:12]=1)[CH:9]=[C:8]([S:13]([N:16]1[CH2:21][CH2:20][N:19]([C:22]([C:24]3[S:25][C:26]4[CH2:27][NH:28][CH2:29][CH2:30][C:31]=4[N:32]=3)=[O:23])[CH2:18][CH2:17]1)(=[O:15])=[O:14])[CH:7]=[CH:6]2.[CH2:33](N(CC)CC)C.C=O.C(O[BH-](OC(=O)C)OC(=O)C)(=O)C.[Na+], predict the reaction product. (8) Given the reactants Cl[C:2]1[CH:11]=[C:10]([CH3:12])[C:9]2[C:4](=[CH:5][C:6](N(C)C)=[CH:7][CH:8]=2)[N:3]=1.[C:16]([O:20]CC)(=O)[NH:17][NH2:18].Cl.[CH2:24](O)[CH3:25], predict the reaction product. The product is: [CH3:12][C:10]1[C:9]2[C:4](=[CH:5][C:6]([C:25]3[CH:24]=[CH:4][N:3]=[CH:2][CH:11]=3)=[CH:7][CH:8]=2)[N:3]2[C:16](=[O:20])[NH:17][N:18]=[C:2]2[CH:11]=1.